This data is from Forward reaction prediction with 1.9M reactions from USPTO patents (1976-2016). The task is: Predict the product of the given reaction. (1) Given the reactants [CH3:1][O:2][C:3]1[CH:8]=[C:7]([O:9][CH2:10][C:11]2[CH:16]=[CH:15][CH:14]=[CH:13][N:12]=2)[CH:6]=[CH:5][C:4]=1/[CH:17]=[CH:18]/[C:19](=O)[CH2:20][C:21](=O)/[CH:22]=[CH:23]/[C:24]1[NH:25][CH:26]=[CH:27][CH:28]=1.C1COCC1.O.[NH2:37][NH2:38].C([O-])(O)=O.[Na+], predict the reaction product. The product is: [CH3:1][O:2][C:3]1[CH:8]=[C:7]([CH:6]=[CH:5][C:4]=1/[CH:17]=[CH:18]/[C:19]1[CH:20]=[C:21](/[CH:22]=[CH:23]/[C:24]2[NH:25][CH:26]=[CH:27][CH:28]=2)[NH:38][N:37]=1)[O:9][CH2:10][C:11]1[CH:16]=[CH:15][CH:14]=[CH:13][N:12]=1. (2) The product is: [NH2:1][C:4]1[CH:5]=[CH:6][C:7]([CH2:8][N:9]([CH2:13][C:14]2[CH:15]=[CH:16][C:17]([NH2:20])=[CH:18][CH:19]=2)[CH:10]([CH3:12])[CH3:11])=[CH:23][CH:24]=1. Given the reactants [N+:1]([C:4]1[CH:24]=[CH:23][C:7]([CH2:8][N:9]([CH2:13][C:14]2[CH:19]=[CH:18][C:17]([N+:20]([O-])=O)=[CH:16][CH:15]=2)[CH:10]([CH3:12])[CH3:11])=[CH:6][CH:5]=1)([O-])=O.[Bi](Cl)(Cl)Cl.[BH4-].[Na+], predict the reaction product. (3) Given the reactants [CH:1]1([CH2:7][C@H:8]([CH2:12][C:13]([NH:15][CH2:16][CH2:17][NH:18][C:19]2[CH:24]=[CH:23][C:22]([F:25])=[CH:21][CH:20]=2)=[O:14])[C:9]([OH:11])=O)[CH2:6][CH2:5][CH2:4][CH2:3][CH2:2]1.[NH:26]1[CH2:31][CH2:30][O:29][CH2:28][CH2:27]1.CN(C(ON1N=NC2C=CC=NC1=2)=[N+](C)C)C.F[P-](F)(F)(F)(F)F.C(N(C(C)C)CC)(C)C, predict the reaction product. The product is: [CH:1]1([CH2:7][C@@H:8]([C:9]([N:26]2[CH2:31][CH2:30][O:29][CH2:28][CH2:27]2)=[O:11])[CH2:12][C:13]([NH:15][CH2:16][CH2:17][NH:18][C:19]2[CH:24]=[CH:23][C:22]([F:25])=[CH:21][CH:20]=2)=[O:14])[CH2:2][CH2:3][CH2:4][CH2:5][CH2:6]1. (4) Given the reactants [Br:1][C:2]1[CH:3]=[CH:4][C:5]([O:15][CH3:16])=[C:6]([C:8](=[O:14])[CH2:9][O:10]C(=O)C)[CH:7]=1, predict the reaction product. The product is: [Br:1][C:2]1[CH:3]=[CH:4][C:5]([O:15][CH3:16])=[C:6]([C:8](=[O:14])[CH2:9][OH:10])[CH:7]=1. (5) The product is: [NH2:17][C:16]1[CH2:15][C:9]([C:10]([O:12][CH2:13][CH3:14])=[O:11])=[CH:8][C:5]2[CH:6]=[CH:7][C:2]([Br:1])=[CH:3][C:4]=2[N:18]=1.[Br:1][C:2]1[CH:7]=[CH:6][C:5]2=[C:4]([CH:3]=1)[NH:18][C:16](=[O:22])[CH2:15][C:9]([C:10]([O:12][CH2:13][CH3:14])=[O:11])=[CH:8]2. Given the reactants [Br:1][C:2]1[CH:7]=[CH:6][C:5](/[CH:8]=[C:9](\[CH2:15][C:16]#[N:17])/[C:10]([O:12][CH2:13][CH3:14])=[O:11])=[C:4]([N+:18]([O-])=O)[CH:3]=1.C([O-])([O-])=[O:22].[Na+].[Na+], predict the reaction product. (6) The product is: [F:3][C:4]1[C:21]([NH:22][S:23]([CH2:26][CH2:27][CH3:28])(=[O:25])=[O:24])=[CH:20][CH:19]=[C:18]([F:35])[C:5]=1[C:6]([NH:8][C:9]1[CH:10]=[C:11]2[CH:17]=[CH:16][NH:15][C:12]2=[N:13][CH:14]=1)=[O:7]. Given the reactants [OH-].[Na+].[F:3][C:4]1[C:21]([N:22](S(CCC)(=O)=O)[S:23]([CH2:26][CH2:27][CH3:28])(=[O:25])=[O:24])=[CH:20][CH:19]=[C:18]([F:35])[C:5]=1[C:6]([NH:8][C:9]1[CH:10]=[C:11]2[CH:17]=[CH:16][NH:15][C:12]2=[N:13][CH:14]=1)=[O:7], predict the reaction product.